This data is from Reaction yield outcomes from USPTO patents with 853,638 reactions. The task is: Predict the reaction yield, written as a fraction of the theoretical maximum amount of product (1.0 means a 100% yield; for example, 0.34 means a 34% yield). The reactants are Cl.[N:2]1[N:3]=[CH:4][N:5]2[CH:10]=[CH:9][N:8]=[C:7]([N:11]3[CH2:15][CH2:14][C@H:13]([NH2:16])[CH2:12]3)[C:6]=12.[F:17][C:18]1[CH:23]=[CH:22][C:21]([N:24]2[CH:28]=[N:27][C:26]([C:29](O)=[O:30])=[N:25]2)=[CH:20][CH:19]=1.C(N(CC)C(C)C)C.CN(C(ON1N=NC2C=CC=NC1=2)=[N+](C)C)C.F[P-](F)(F)(F)(F)F. The catalyst is CN(C=O)C.C(OCC)(=O)C. The product is [N:2]1[N:3]=[CH:4][N:5]2[CH:10]=[CH:9][N:8]=[C:7]([N:11]3[CH2:15][CH2:14][C@H:13]([NH:16][C:29]([C:26]4[N:27]=[CH:28][N:24]([C:21]5[CH:22]=[CH:23][C:18]([F:17])=[CH:19][CH:20]=5)[N:25]=4)=[O:30])[CH2:12]3)[C:6]=12. The yield is 0.400.